This data is from NCI-60 drug combinations with 297,098 pairs across 59 cell lines. The task is: Regression. Given two drug SMILES strings and cell line genomic features, predict the synergy score measuring deviation from expected non-interaction effect. Drug 1: C1CN1C2=NC(=NC(=N2)N3CC3)N4CC4. Drug 2: C1=NC2=C(N1)C(=S)N=C(N2)N. Cell line: SN12C. Synergy scores: CSS=40.0, Synergy_ZIP=-12.0, Synergy_Bliss=-7.39, Synergy_Loewe=-6.03, Synergy_HSA=-2.06.